Predict the reaction yield, written as a fraction of the theoretical maximum amount of product (1.0 means a 100% yield; for example, 0.34 means a 34% yield). From a dataset of Reaction yield outcomes from USPTO patents with 853,638 reactions. (1) The reactants are [CH:1]1([CH2:4][O:5][NH:6][C:7]([C:9]2[C:22]([NH:23][C:24]3[CH:29]=[CH:28][C:27]([Br:30])=[CH:26][C:25]=3[CH3:31])=[C:21]([F:32])[C:12]3[N:13]=[CH:14][N:15]([CH2:16][CH2:17]CC=C)[C:11]=3[CH:10]=2)=[O:8])[CH2:3][CH2:2]1.C[N+]1([O-])CC[O:37]CC1.[CH3:41][C:42]([OH:45])(C)[CH3:43]. The catalyst is C1COCC1.O.O=[Os](=O)(=O)=O. The product is [CH:1]1([CH2:4][O:5][NH:6][C:7]([C:9]2[C:22]([NH:23][C:24]3[CH:29]=[CH:28][C:27]([Br:30])=[CH:26][C:25]=3[CH3:31])=[C:21]([F:32])[C:12]3[N:13]=[CH:14][N:15]([CH2:16][CH2:17][CH2:41][CH:42]([OH:45])[CH2:43][OH:37])[C:11]=3[CH:10]=2)=[O:8])[CH2:3][CH2:2]1. The yield is 0.740. (2) The reactants are [F:1][C:2]([F:16])([O:6][C:7]1[CH:8]=[C:9]([CH:13]=[CH:14][CH:15]=1)[C:10]([OH:12])=O)[CH:3]([F:5])[F:4].C(Cl)(=O)C(Cl)=O.O1CCCC1.[NH2:28][C:29]1[CH:30]=[C:31]([CH:48]=[CH:49][CH:50]=1)[O:32][C:33]1[CH:34]=[CH:35][C:36]2[N:37]([CH:39]=[C:40]([NH:42][C:43]([CH:45]3[CH2:47][CH2:46]3)=[O:44])[N:41]=2)[N:38]=1. The yield is 0.340. The product is [CH:45]1([C:43]([NH:42][C:40]2[N:41]=[C:36]3[CH:35]=[CH:34][C:33]([O:32][C:31]4[CH:30]=[C:29]([NH:28][C:10](=[O:12])[C:9]5[CH:13]=[CH:14][CH:15]=[C:7]([O:6][C:2]([F:1])([F:16])[CH:3]([F:4])[F:5])[CH:8]=5)[CH:50]=[CH:49][CH:48]=4)=[N:38][N:37]3[CH:39]=2)=[O:44])[CH2:46][CH2:47]1. The catalyst is CN(C)C=O.CN1CCCC1=O. (3) The reactants are [CH2:1]([NH:4][C:5]1[C:14]2[C:9](=[CH:10][CH:11]=[C:12]([N+:15]([O-:17])=[O:16])[CH:13]=2)[N:8]=[C:7](Cl)[N:6]=1)[CH:2]=[CH2:3].[CH2:19]([NH2:26])[CH2:20][CH2:21][CH2:22][CH2:23][CH2:24][CH3:25]. The catalyst is O. The product is [CH2:1]([NH:4][C:5]1[C:14]2[C:9](=[CH:10][CH:11]=[C:12]([N+:15]([O-:17])=[O:16])[CH:13]=2)[N:8]=[C:7]([NH:26][CH2:19][CH2:20][CH2:21][CH2:22][CH2:23][CH2:24][CH3:25])[N:6]=1)[CH:2]=[CH2:3]. The yield is 0.878. (4) The yield is 0.740. The catalyst is O1CCCC1. The reactants are [N:1]1[C:10]2[C:5](=[CH:6][CH:7]=[CH:8][CH:9]=2)[CH:4]=[CH:3][C:2]=1[CH2:11][O:12][C:13]1[CH:17]=[C:16]([C:18](OC)=[O:19])[O:15][N:14]=1.[H-].C([Al+]CC(C)C)C(C)C.Cl. The product is [N:1]1[C:10]2[C:5](=[CH:6][CH:7]=[CH:8][CH:9]=2)[CH:4]=[CH:3][C:2]=1[CH2:11][O:12][C:13]1[CH:17]=[C:16]([CH2:18][OH:19])[O:15][N:14]=1.